Task: Predict the reactants needed to synthesize the given product.. Dataset: Full USPTO retrosynthesis dataset with 1.9M reactions from patents (1976-2016) (1) Given the product [NH2:28][C:21]1[CH:22]=[CH:23][C:18]([O:17][C:2]2[CH:11]=[CH:10][N:9]=[C:8]3[C:3]=2[C:4]2[CH:16]=[CH:15][CH:14]=[CH:13][C:5]=2[C:6](=[O:12])[NH:7]3)=[CH:19][CH:20]=1, predict the reactants needed to synthesize it. The reactants are: Cl[C:2]1[CH:11]=[CH:10][N:9]=[C:8]2[C:3]=1[C:4]1[CH:16]=[CH:15][CH:14]=[CH:13][C:5]=1[C:6](=[O:12])[NH:7]2.[O-:17][C:18]1[CH:23]=[CH:22][CH:21]=[CH:20][CH:19]=1.[Li+].CC([N:28](C)C)=O. (2) Given the product [ClH:1].[ClH:1].[CH2:42]([N:25]([CH2:23][CH3:24])[CH2:26][CH2:27][NH:28][C:29]([C:31]1[CH:40]=[N:39][C:38]2[C:33](=[CH:34][CH:35]=[C:36]([I:41])[CH:37]=2)[N:32]=1)=[O:30])[CH3:43], predict the reactants needed to synthesize it. The reactants are: [ClH:1].C(N(CC)CCNC(C1C=CC2C(=CC=C(I)C=2)C=1)=O)C.[CH2:23]([N:25]([CH2:42][CH3:43])[CH2:26][CH2:27][NH:28][C:29]([C:31]1[CH:40]=[N:39][C:38]2[C:33](=[CH:34][CH:35]=[C:36]([I:41])[CH:37]=2)[N:32]=1)=[O:30])[CH3:24].[K+].[Br-]. (3) Given the product [OH:5][CH2:6][CH2:7][CH2:8][N:9]([CH3:36])[C:10](=[O:35])[CH2:11][CH2:12][O:13][C@H:14]1[CH2:15][CH2:16][C@H:17]([N:20]([CH3:34])[S:21]([C:24]2[CH:29]=[CH:28][C:27]([C:30]([F:31])([F:32])[F:33])=[CH:26][CH:25]=2)(=[O:22])=[O:23])[CH2:18][CH2:19]1, predict the reactants needed to synthesize it. The reactants are: [BH4-].[Na+].C([O:5][C:6](=O)[CH2:7][CH2:8][N:9]([CH3:36])[C:10](=[O:35])[CH2:11][CH2:12][O:13][C@H:14]1[CH2:19][CH2:18][C@H:17]([N:20]([CH3:34])[S:21]([C:24]2[CH:29]=[CH:28][C:27]([C:30]([F:33])([F:32])[F:31])=[CH:26][CH:25]=2)(=[O:23])=[O:22])[CH2:16][CH2:15]1)C.C1COCC1.CO. (4) Given the product [CH2:1]([C@@H:3]1[N:9]([CH3:22])[CH2:8][C:7]2[CH:10]=[CH:11][C:12]([C:14]([O:16][CH3:17])=[O:15])=[CH:13][C:6]=2[O:5][CH2:4]1)[CH3:2], predict the reactants needed to synthesize it. The reactants are: [CH2:1]([C@@H:3]1[NH:9][CH2:8][C:7]2[CH:10]=[CH:11][C:12]([C:14]([O:16][CH3:17])=[O:15])=[CH:13][C:6]=2[O:5][CH2:4]1)[CH3:2].C=O.[BH-](OC(C)=O)(OC(C)=O)O[C:22](C)=O.[Na+]. (5) Given the product [CH2:27]([N:24]1[CH2:25][CH2:26][CH:21]([NH:20][C:18]([C:15]2[CH:14]=[C:13]([NH:12][C:5](=[O:6])[C:4]3[CH:8]=[CH:9][C:10]([F:11])=[C:2]([Cl:1])[CH:3]=3)[S:17][CH:16]=2)=[O:19])[CH2:22][CH2:23]1)[C:28]1[CH:29]=[CH:30][CH:31]=[CH:32][CH:33]=1, predict the reactants needed to synthesize it. The reactants are: [Cl:1][C:2]1[CH:3]=[C:4]([CH:8]=[CH:9][C:10]=1[F:11])[C:5](Cl)=[O:6].[NH2:12][C:13]1[S:17][CH:16]=[C:15]([C:18]([NH:20][CH:21]2[CH2:26][CH2:25][N:24]([CH2:27][C:28]3[CH:33]=[CH:32][CH:31]=[CH:30][CH:29]=3)[CH2:23][CH2:22]2)=[O:19])[CH:14]=1. (6) Given the product [C:53]([O:57][C:58]([N:60]1[CH2:61][CH2:62][C:63]([C:66]2[CH:71]=[CH:70][C:69]([Cl:72])=[CH:68][CH:67]=2)([CH2:73][NH:74][C:76]2[CH:85]=[C:84]3[C:79]([C:80](=[O:97])[N:81]([CH2:86][C:87]4[CH:92]=[CH:91][C:90]([O:93][CH3:94])=[CH:89][C:88]=4[O:95][CH3:96])[CH:82]=[N:83]3)=[CH:78][CH:77]=2)[CH2:64][CH2:65]1)=[O:59])([CH3:56])([CH3:55])[CH3:54], predict the reactants needed to synthesize it. The reactants are: CC(C)([O-])C.[Na+].C1(P(C2C=CC=CC=2)C2(P(C3C=CC=CC=3)C3C=CC=CC=3)CC=C3C(C=CC=C3)=C2C2C3C(=CC=CC=3)C=CC=2)C=CC=CC=1.[C:53]([O:57][C:58]([N:60]1[CH2:65][CH2:64][C:63]([CH2:73][NH2:74])([C:66]2[CH:71]=[CH:70][C:69]([Cl:72])=[CH:68][CH:67]=2)[CH2:62][CH2:61]1)=[O:59])([CH3:56])([CH3:55])[CH3:54].Br[C:76]1[CH:85]=[C:84]2[C:79]([C:80](=[O:97])[N:81]([CH2:86][C:87]3[CH:92]=[CH:91][C:90]([O:93][CH3:94])=[CH:89][C:88]=3[O:95][CH3:96])[CH:82]=[N:83]2)=[CH:78][CH:77]=1.